From a dataset of Forward reaction prediction with 1.9M reactions from USPTO patents (1976-2016). Predict the product of the given reaction. (1) Given the reactants [CH:1]1([C:5]2[N:6]=[C:7]([CH2:10][CH2:11][C:12]3[CH:30]=[CH:29][N:15]4[C:16](=[O:28])[C:17]([CH:26]=O)=[C:18]([N:20]5[CH2:25][CH2:24][O:23][CH2:22][CH2:21]5)[N:19]=[C:14]4[CH:13]=3)[S:8][CH:9]=2)[CH2:4][CH2:3][CH2:2]1.[C:31]([CH2:36][CH:37]=P(C1C=CC=CC=1)(C1C=CC=CC=1)C1C=CC=CC=1)([O:33][CH2:34][CH3:35])=[O:32], predict the reaction product. The product is: [CH:1]1([C:5]2[N:6]=[C:7]([CH2:10][CH2:11][C:12]3[CH:30]=[CH:29][N:15]4[C:16](=[O:28])[C:17](/[CH:26]=[C:36](\[CH3:37])/[C:31]([O:33][CH2:34][CH3:35])=[O:32])=[C:18]([N:20]5[CH2:25][CH2:24][O:23][CH2:22][CH2:21]5)[N:19]=[C:14]4[CH:13]=3)[S:8][CH:9]=2)[CH2:2][CH2:3][CH2:4]1. (2) Given the reactants C([Si](CCCC)(CCCC)[C:6]1[C-:7]([CH2:11][O:12][CH2:13][CH2:14][CH2:15][OH:16])[CH:8]=[CH:9][CH:10]=1)CCC.[CH-:25]1[CH:29]=[CH:28][CH:27]=[CH:26]1.[Fe+2:30].[I:31]I, predict the reaction product. The product is: [I:31][C:6]1[C-:7]([CH2:11][O:12][CH2:13][CH2:14][CH2:15][OH:16])[CH:8]=[CH:9][CH:10]=1.[CH-:25]1[CH:29]=[CH:28][CH:27]=[CH:26]1.[Fe+2:30]. (3) Given the reactants [Cl:1][C:2]1[CH:7]=[CH:6][CH:5]=[CH:4][C:3]=1[S:8]([C@H:11]1[CH2:15][NH:14][C@H:13]([C:16]([NH:18][C:19]2([C:22]#[N:23])[CH2:21][CH2:20]2)=[O:17])[CH2:12]1)(=[O:10])=[O:9].Cl.[C:25]1([CH:31]2[CH2:36][CH2:35][N:34]([C:37]3([C:40](O)=[O:41])[CH2:39][CH2:38]3)[CH2:33][CH2:32]2)[CH:30]=[CH:29][CH:28]=[CH:27][CH:26]=1, predict the reaction product. The product is: [Cl:1][C:2]1[CH:7]=[CH:6][CH:5]=[CH:4][C:3]=1[S:8]([C@H:11]1[CH2:15][N:14]([C:40]([C:37]2([N:34]3[CH2:33][CH2:32][CH:31]([C:25]4[CH:26]=[CH:27][CH:28]=[CH:29][CH:30]=4)[CH2:36][CH2:35]3)[CH2:39][CH2:38]2)=[O:41])[C@H:13]([C:16]([NH:18][C:19]2([C:22]#[N:23])[CH2:21][CH2:20]2)=[O:17])[CH2:12]1)(=[O:10])=[O:9]. (4) Given the reactants [NH2:1][C@:2]1([C:11]([O:13]C)=[O:12])[CH2:4][C@@H:3]1[C:5]1[CH:10]=[CH:9][CH:8]=[CH:7][CH:6]=1.[ClH:15], predict the reaction product. The product is: [ClH:15].[NH2:1][C@:2]1([C:11]([OH:13])=[O:12])[CH2:4][C@@H:3]1[C:5]1[CH:10]=[CH:9][CH:8]=[CH:7][CH:6]=1. (5) Given the reactants [CH:1]([N:4]([CH2:42][CH2:43][NH:44]C(OCC1C=CC([N+]([O-])=O)=CC=1)=O)[C:5]([C:7]1[N:8]=[C:9]([N:12]2[CH2:15][CH:14]([S:16][C:17]3[C@H:18]([CH3:41])[C@@H:19]4[C@@H:36]([C@H:37]([OH:39])[CH3:38])[C:35](=[O:40])[N:20]4[C:21]=3[C:22]([O:24]CC3C=CC([N+]([O-])=O)=CC=3)=[O:23])[CH2:13]2)[S:10][CH:11]=1)=[O:6])([CH3:3])[CH3:2], predict the reaction product. The product is: [NH2:44][CH2:43][CH2:42][N:4]([CH:1]([CH3:3])[CH3:2])[C:5]([C:7]1[N:8]=[C:9]([N:12]2[CH2:13][CH:14]([S:16][C:17]3[C@H:18]([CH3:41])[C@@H:19]4[C@@H:36]([C@H:37]([OH:39])[CH3:38])[C:35](=[O:40])[N:20]4[C:21]=3[C:22]([OH:24])=[O:23])[CH2:15]2)[S:10][CH:11]=1)=[O:6]. (6) The product is: [CH3:1][O:2][C:3]1[CH:8]=[C:7]([NH:9][C:10]2[C:11]3[CH:18]=[C:17]([C:19]4[CH:24]=[CH:23][C:22]([CH2:25][N:4]5[CH2:5][CH2:27][O:30][CH2:8][CH2:3]5)=[CH:21][CH:20]=4)[NH:16][C:12]=3[N:13]=[CH:14][N:15]=2)[CH:6]=[CH:5][N:4]=1. Given the reactants [CH3:1][O:2][C:3]1[CH:8]=[C:7]([NH:9][C:10]2[C:11]3[CH:18]=[C:17]([C:19]4[CH:24]=[CH:23][C:22]([CH2:25]O)=[CH:21][CH:20]=4)[NH:16][C:12]=3[N:13]=[CH:14][N:15]=2)[CH:6]=[CH:5][N:4]=1.[C:27]([O-:30])(O)=O.[Na+], predict the reaction product. (7) Given the reactants [CH3:1][S:2]([C:5]1[CH:14]=[CH:13][CH:12]=[C:11]2[C:6]=1[CH2:7][CH2:8][CH2:9][C:10]2=[O:15])(=[O:4])=[O:3].[Se](=O)=[O:17], predict the reaction product. The product is: [CH3:1][S:2]([C:5]1[CH:14]=[CH:13][CH:12]=[C:11]2[C:6]=1[CH:7]=[CH:8][C:9](=[O:17])[C:10]2=[O:15])(=[O:3])=[O:4]. (8) Given the reactants [C:1]([NH:4][C:5]1[S:6][CH:7]=[C:8]([CH3:10])[N:9]=1)(=[O:3])[CH3:2].Cl[C:12]1[N:17]=[N:16][C:15]([NH:18][S:19]([C:22]2[CH:27]=[CH:26][CH:25]=[CH:24][CH:23]=2)(=[O:21])=[O:20])=[CH:14][CH:13]=1.C(=O)([O-])[O-].[K+].[K+], predict the reaction product. The product is: [CH3:10][C:8]1[N:9]=[C:5]([NH:4][C:1](=[O:3])[CH3:2])[S:6][C:7]=1[C:12]1[N:17]=[N:16][C:15]([NH:18][S:19]([C:22]2[CH:23]=[CH:24][CH:25]=[CH:26][CH:27]=2)(=[O:20])=[O:21])=[CH:14][CH:13]=1. (9) Given the reactants [NH2:1][C:2]1[CH:3]=[CH:4][C:5]([C:8]#[N:9])=[N:6][CH:7]=1.[C:10](Cl)(Cl)=[O:11].Cl.[CH3:15][N:16]1[CH2:21][CH2:20][N:19]([C:22]2[CH:27]=[C:26]([C:28]3[CH:37]=[C:36]4[C:31]([CH2:32][CH2:33][NH:34][CH2:35]4)=[CH:30][CH:29]=3)[N:25]=[C:24]([NH2:38])[N:23]=2)[CH2:18][CH2:17]1, predict the reaction product. The product is: [NH2:38][C:24]1[N:25]=[C:26]([C:28]2[CH:37]=[C:36]3[C:31]([CH2:32][CH2:33][N:34]([C:10]([NH:1][C:2]4[CH:7]=[N:6][C:5]([C:8]#[N:9])=[CH:4][CH:3]=4)=[O:11])[CH2:35]3)=[CH:30][CH:29]=2)[CH:27]=[C:22]([N:19]2[CH2:18][CH2:17][N:16]([CH3:15])[CH2:21][CH2:20]2)[N:23]=1.